Dataset: Peptide-MHC class I binding affinity with 185,985 pairs from IEDB/IMGT. Task: Regression. Given a peptide amino acid sequence and an MHC pseudo amino acid sequence, predict their binding affinity value. This is MHC class I binding data. (1) The peptide sequence is ALASCMGL. The MHC is HLA-A02:02 with pseudo-sequence HLA-A02:02. The binding affinity (normalized) is 0.717. (2) The peptide sequence is MFTRLIEDYF. The MHC is H-2-Kb with pseudo-sequence H-2-Kb. The binding affinity (normalized) is 0.